This data is from Full USPTO retrosynthesis dataset with 1.9M reactions from patents (1976-2016). The task is: Predict the reactants needed to synthesize the given product. (1) Given the product [Cl:1][C:2]1[N:3]=[CH:4][N:5]([C:10]2[CH:15]=[CH:14][C:13]([F:16])=[CH:12][C:11]=2[Cl:17])[C:6]=1[C:7]([C:26]1[CH:27]=[CH:28][C:23]([F:22])=[CH:24][C:25]=1[F:29])=[O:8], predict the reactants needed to synthesize it. The reactants are: [Cl:1][C:2]1[N:3]=[CH:4][N:5]([C:10]2[CH:15]=[CH:14][C:13]([F:16])=[CH:12][C:11]=2[Cl:17])[C:6]=1[C:7](Cl)=[O:8].[Cl-].[Al+3].[Cl-].[Cl-].[F:22][C:23]1[CH:28]=[CH:27][CH:26]=[C:25]([F:29])[CH:24]=1.Cl. (2) Given the product [CH3:16][N:17]([CH3:19])[CH:18]=[C:8]([C:6]1[CH:5]=[CH:4][N:3]=[C:2]([F:1])[CH:7]=1)[C:9](=[O:13])[CH:10]([CH3:11])[CH3:12], predict the reactants needed to synthesize it. The reactants are: [F:1][C:2]1[CH:7]=[C:6]([CH2:8][C:9](=[O:13])[CH:10]([CH3:12])[CH3:11])[CH:5]=[CH:4][N:3]=1.CO[CH:16](OC)[N:17]([CH3:19])[CH3:18].